This data is from Full USPTO retrosynthesis dataset with 1.9M reactions from patents (1976-2016). The task is: Predict the reactants needed to synthesize the given product. (1) Given the product [C:28]1([C:19]2[CH:20]=[CH:21][CH:22]=[CH:23][CH:24]=2)[CH:29]=[CH:30][C:31]([C:6]([N:8]2[CH2:12][C:11](=[N:13][O:14][CH3:15])[CH2:10][C@H:9]2[C:16]([NH:34][CH2:35][CH2:36][CH2:37][OH:38])=[O:18])=[O:7])=[CH:32][CH:33]=1, predict the reactants needed to synthesize it. The reactants are: C(O[C:6]([N:8]1[CH2:12][C:11](=[N:13][O:14][CH3:15])[CH2:10][C@H:9]1[C:16]([OH:18])=O)=[O:7])(C)(C)C.[C:19]1([C:28]2[CH:33]=[CH:32][CH:31]=[CH:30][CH:29]=2)[CH:24]=[CH:23][C:22](C(Cl)=O)=[CH:21][CH:20]=1.[NH2:34][CH2:35][CH2:36][CH2:37][OH:38]. (2) Given the product [NH2:19][C:15]1[C:14]2[N:20]=[C:21]([CH2:28][O:29][CH2:30][CH3:31])[N:22]([CH2:23][C:24]([CH3:25])([OH:27])[CH3:26])[C:13]=2[C:12]2[CH:11]=[CH:10][C:9]([CH2:8][CH2:7][CH2:6][N:32]3[CH2:37][CH2:36][O:35][CH2:34][CH2:33]3)=[CH:18][C:17]=2[N:16]=1, predict the reactants needed to synthesize it. The reactants are: CS(O[CH2:6][CH2:7][CH2:8][C:9]1[CH:10]=[CH:11][C:12]2[C:13]3[N:22]([CH2:23][C:24]([OH:27])([CH3:26])[CH3:25])[C:21]([CH2:28][O:29][CH2:30][CH3:31])=[N:20][C:14]=3[C:15]([NH2:19])=[N:16][C:17]=2[CH:18]=1)(=O)=O.[NH:32]1[CH2:37][CH2:36][O:35][CH2:34][CH2:33]1. (3) Given the product [Cl:3][C:4]1[CH:9]=[CH:8][CH:7]=[CH:6][C:5]=1[N:10]1[CH2:14][CH2:13][C:12](=[O:15])[NH:11]1, predict the reactants needed to synthesize it. The reactants are: [Na].Cl.[Cl:3][C:4]1[CH:9]=[CH:8][CH:7]=[CH:6][C:5]=1[NH:10][NH2:11].[C:12](OC)(=[O:15])[CH:13]=[CH2:14].O. (4) Given the product [CH2:2]([O:12][C:13]1[CH:18]=[CH:17][CH:16]=[C:15]([CH:53]=[CH:44][C:43]2[CH:42]=[CH:41][CH:40]=[CH:47][CH:46]=2)[C:14]=1[CH:49]=[O:51])[CH2:3][CH2:4][CH2:5][CH2:6][CH2:7][CH2:8][CH2:9][CH:10]=[CH2:11], predict the reactants needed to synthesize it. The reactants are: [Br-].[CH2:2]([O:12][C:13]1[CH:18]=[CH:17][CH:16]=[CH:15][C:14]=1[P+](CC1C=CC=CC=1)(C1C=CC=CC=1)C1C=CC=CC=1)[CH2:3][CH2:4][CH2:5][CH2:6][CH2:7][CH2:8][CH2:9][CH:10]=[CH2:11].C(=O)[C:40]1[CH:47]=[CH:46][C:43]([CH:44]=O)=[CH:42][CH:41]=1.[CH2:49]([OH:51])C.[O-][CH2:53]C.[Na+].O.